This data is from Full USPTO retrosynthesis dataset with 1.9M reactions from patents (1976-2016). The task is: Predict the reactants needed to synthesize the given product. (1) Given the product [Cl:39][C:40]1[CH:41]=[CH:42][C:43]([N:46]2[CH2:51][CH2:50][N:49]([C:1]([O:2][CH2:3][CH:4]3[CH2:5][CH2:6][NH:7][CH2:8][CH2:9]3)=[O:27])[CH2:48][CH2:47]2)=[CH:44][CH:45]=1, predict the reactants needed to synthesize it. The reactants are: [C:1](=[O:27])(OC1C=CC([N+]([O-])=O)=CC=1)[O:2][CH2:3][CH:4]1[CH2:9][CH2:8][N:7](C(OC(C)(C)C)=O)[CH2:6][CH2:5]1.CCN(C(C)C)C(C)C.Cl.Cl.[Cl:39][C:40]1[CH:45]=[CH:44][C:43]([N:46]2[CH2:51][CH2:50][NH:49][CH2:48][CH2:47]2)=[CH:42][CH:41]=1. (2) Given the product [Cl:30][C:27]1[CH:28]=[CH:29][C:24]([C:21]([C:18]2[N:17]([C:33]3[CH:34]=[CH:35][C:36]([F:39])=[CH:37][CH:38]=3)[C:16]([S:15][CH2:14][CH:11]3[CH2:12][CH2:13][NH:8][CH2:9][CH2:10]3)=[N:20][CH:19]=2)([CH3:23])[CH3:22])=[CH:25][C:26]=1[O:31][CH3:32], predict the reactants needed to synthesize it. The reactants are: C(OC([N:8]1[CH2:13][CH2:12][CH:11]([CH2:14][S:15][C:16]2[N:17]([C:33]3[CH:38]=[CH:37][C:36]([F:39])=[CH:35][CH:34]=3)[C:18]([C:21]([C:24]3[CH:29]=[CH:28][C:27]([Cl:30])=[C:26]([O:31][CH3:32])[CH:25]=3)([CH3:23])[CH3:22])=[CH:19][N:20]=2)[CH2:10][CH2:9]1)=O)(C)(C)C.C(O)(C(F)(F)F)=O. (3) Given the product [NH2:15][C:11]1[N:10]=[C:9]([N:8]2[C:7]3[CH:16]=[C:17]([C:20]#[C:21][C:36]([C:31]4[N:32]=[CH:33][CH:34]=[CH:35][N:30]=4)([OH:38])[CH3:37])[CH:18]=[CH:19][C:6]=3[N:5]=[C:4]2[O:3][CH2:1][CH3:2])[CH:14]=[CH:13][N:12]=1, predict the reactants needed to synthesize it. The reactants are: [CH2:1]([O:3][C:4]1[N:8]([C:9]2[CH:14]=[CH:13][N:12]=[C:11]([NH2:15])[N:10]=2)[C:7]2[CH:16]=[C:17]([C:20]#[CH:21])[CH:18]=[CH:19][C:6]=2[N:5]=1)[CH3:2].C([N-]C(C)C)(C)C.[Li+].[N:30]1[CH:35]=[CH:34][CH:33]=[N:32][C:31]=1[C:36](=[O:38])[CH3:37].[Cl-].[NH4+]. (4) The reactants are: [N:1]1([S:11]([C:14]2[CH:15]=[C:16]([N:20]3[C:25](=[O:26])[C:24]4=[C:27]([CH:30]=O)[S:28][CH:29]=[C:23]4[NH:22][C:21]3=[O:32])[CH:17]=[CH:18][CH:19]=2)(=[O:13])=[O:12])[C:10]2[C:5](=[CH:6][CH:7]=[CH:8][CH:9]=2)[CH2:4][CH2:3][CH2:2]1.Cl.[NH2:34][OH:35]. Given the product [N:1]1([S:11]([C:14]2[CH:15]=[C:16]([N:20]3[C:25](=[O:26])[C:24]4=[C:27]([CH:30]=[N:34][OH:35])[S:28][CH:29]=[C:23]4[NH:22][C:21]3=[O:32])[CH:17]=[CH:18][CH:19]=2)(=[O:12])=[O:13])[C:10]2[C:5](=[CH:6][CH:7]=[CH:8][CH:9]=2)[CH2:4][CH2:3][CH2:2]1, predict the reactants needed to synthesize it.